This data is from Peptide-MHC class I binding affinity with 185,985 pairs from IEDB/IMGT. The task is: Regression. Given a peptide amino acid sequence and an MHC pseudo amino acid sequence, predict their binding affinity value. This is MHC class I binding data. (1) The peptide sequence is WQFGPSTYY. The MHC is HLA-B08:02 with pseudo-sequence HLA-B08:02. The binding affinity (normalized) is 0.0847. (2) The peptide sequence is FPFKYAAAF. The MHC is Mamu-A02 with pseudo-sequence Mamu-A02. The binding affinity (normalized) is 0. (3) The peptide sequence is CCFHCQVC. The MHC is HLA-A68:02 with pseudo-sequence HLA-A68:02. The binding affinity (normalized) is 0. (4) The binding affinity (normalized) is 0.0847. The peptide sequence is DLAQDPMLI. The MHC is HLA-B27:03 with pseudo-sequence HLA-B27:03.